This data is from Full USPTO retrosynthesis dataset with 1.9M reactions from patents (1976-2016). The task is: Predict the reactants needed to synthesize the given product. (1) Given the product [NH2:8][C:9]1[C:14]([F:15])=[CH:13][C:12]([N:16]2[CH2:21][CH2:20][N:19]([C:22]([O:24][C:25]([CH3:27])([CH3:26])[CH3:28])=[O:23])[CH2:18][CH2:17]2)=[C:11]([CH3:29])[CH:10]=1, predict the reactants needed to synthesize it. The reactants are: C([N:8](CC1C=CC=CC=1)[C:9]1[C:14]([F:15])=[CH:13][C:12]([N:16]2[CH2:21][CH2:20][N:19]([C:22]([O:24][C:25]([CH3:28])([CH3:27])[CH3:26])=[O:23])[CH2:18][CH2:17]2)=[C:11]([CH3:29])[CH:10]=1)C1C=CC=CC=1. (2) Given the product [Cl:24][CH2:25][CH2:26][C:27]([NH:18][C:5]1[C:6]([C:8]2[NH:9][C:10]3[C:15]([CH:16]=2)=[C:14]([F:17])[CH:13]=[CH:12][CH:11]=3)=[N:7][C:2]([Cl:1])=[CH:3][CH:4]=1)=[O:28], predict the reactants needed to synthesize it. The reactants are: [Cl:1][C:2]1[N:7]=[C:6]([C:8]2[NH:9][C:10]3[C:15]([CH:16]=2)=[C:14]([F:17])[CH:13]=[CH:12][CH:11]=3)[C:5]([NH2:18])=[CH:4][CH:3]=1.CC([O-])=O.[Na+].[Cl:24][CH2:25][CH2:26][C:27](Cl)=[O:28].N#N. (3) Given the product [NH2:2][CH2:1][C:3]1[CH:4]=[CH:5][C:6]([C:9]2[N:13]([C:14]3[CH:15]=[N:16][C:17]([O:20][CH3:21])=[CH:18][CH:19]=3)[N:12]=[C:11]([C:22]([N:24]3[CH2:25][CH2:26][C:27]([F:30])([F:31])[CH2:28][CH2:29]3)=[O:23])[N:10]=2)=[N:7][CH:8]=1, predict the reactants needed to synthesize it. The reactants are: [C:1]([C:3]1[CH:4]=[CH:5][C:6]([C:9]2[N:13]([C:14]3[CH:15]=[N:16][C:17]([O:20][CH3:21])=[CH:18][CH:19]=3)[N:12]=[C:11]([C:22]([N:24]3[CH2:29][CH2:28][C:27]([F:31])([F:30])[CH2:26][CH2:25]3)=[O:23])[N:10]=2)=[N:7][CH:8]=1)#[N:2].[H][H]. (4) Given the product [Cl:1][C:2]1[CH:11]=[CH:10][C:9]2[C:4](=[CH:5][CH:6]=[CH:7][C:8]=2[NH:12][C:20](=[O:23])[CH2:21][CH3:22])[N:3]=1, predict the reactants needed to synthesize it. The reactants are: [Cl:1][C:2]1[CH:11]=[CH:10][C:9]2[C:8]([NH2:12])=[CH:7][CH:6]=[CH:5][C:4]=2[N:3]=1.C(N(CC)CC)C.[C:20](O[C:20](=[O:23])[CH2:21][CH3:22])(=[O:23])[CH2:21][CH3:22]. (5) Given the product [OH:8][CH2:9][CH2:10][N:11]([CH3:12])[C:29](=[O:30])[C@H:28]([O:27][C:25]1[CH:24]=[CH:23][CH:22]=[C:21]2[C:26]=1[C:17]([NH:16][C:4]1[CH:5]=[CH:6][C:7]([O:8][CH2:9][C:10]3[CH:15]=[CH:14][CH:13]=[CH:12][N:11]=3)=[C:2]([CH3:1])[CH:3]=1)=[N:18][CH:19]=[N:20]2)[CH3:33], predict the reactants needed to synthesize it. The reactants are: [CH3:1][C:2]1[CH:3]=[C:4]([NH:16][C:17]2[C:26]3[C:21](=[CH:22][CH:23]=[CH:24][C:25]=3[O:27][C@H:28]([CH3:33])[C:29](OC)=[O:30])[N:20]=[CH:19][N:18]=2)[CH:5]=[CH:6][C:7]=1[O:8][CH2:9][C:10]1[CH:15]=[CH:14][CH:13]=[CH:12][N:11]=1. (6) Given the product [Cl:16][C:13]1[CH:14]=[CH:15][C:6]([O:5][CH2:4][C:3]([OH:27])=[O:2])=[C:7]2[C:12]=1[N:11]=[C:10]([CH3:17])[C:9]([O:18][C:19]1[CH:20]=[CH:21][C:22]([Cl:25])=[CH:23][CH:24]=1)=[C:8]2[CH3:26], predict the reactants needed to synthesize it. The reactants are: C[O:2][C:3](=[O:27])[CH2:4][O:5][C:6]1[CH:15]=[CH:14][C:13]([Cl:16])=[C:12]2[C:7]=1[C:8]([CH3:26])=[C:9]([O:18][C:19]1[CH:24]=[CH:23][C:22]([Cl:25])=[CH:21][CH:20]=1)[C:10]([CH3:17])=[N:11]2.CO.[OH-].[Na+].Cl.